Dataset: CYP3A4 inhibition data for predicting drug metabolism from PubChem BioAssay. Task: Regression/Classification. Given a drug SMILES string, predict its absorption, distribution, metabolism, or excretion properties. Task type varies by dataset: regression for continuous measurements (e.g., permeability, clearance, half-life) or binary classification for categorical outcomes (e.g., BBB penetration, CYP inhibition). Dataset: cyp3a4_veith. (1) The drug is CCOC(=O)C1=C(C)NC(=O)NC1c1ccoc1. The result is 0 (non-inhibitor). (2) The drug is O=C(O)c1nnsc1-c1ccc(-c2snnc2C(=O)O)cc1. The result is 0 (non-inhibitor). (3) The compound is COc1ccc2[nH]cc(C=O)c2c1. The result is 0 (non-inhibitor).